This data is from Reaction yield outcomes from USPTO patents with 853,638 reactions. The task is: Predict the reaction yield, written as a fraction of the theoretical maximum amount of product (1.0 means a 100% yield; for example, 0.34 means a 34% yield). (1) The reactants are [Cl:1][C:2]1[N:7]=[C:6](Cl)[N:5]=[C:4]([N:9]2[CH2:14][CH2:13][C:12]([C:16]3[CH:21]=[CH:20][C:19]([F:22])=[CH:18][CH:17]=3)([OH:15])[CH2:11][CH2:10]2)[N:3]=1.[OH-:23].[Na+]. No catalyst specified. The product is [Cl:1][C:2]1[NH:7][C:6](=[O:23])[N:5]=[C:4]([N:9]2[CH2:14][CH2:13][C:12]([C:16]3[CH:21]=[CH:20][C:19]([F:22])=[CH:18][CH:17]=3)([OH:15])[CH2:11][CH2:10]2)[N:3]=1. The yield is 0.590. (2) The catalyst is O. The product is [S:6]1[CH:10]=[CH:9][C:8]([CH2:11][O:12][C:13]2[CH:18]=[CH:17][C:16]([CH2:19][C:20]3[CH:25]=[C:24]([C:26]4[C:27]([NH2:32])=[N:28][CH:29]=[CH:30][CH:31]=4)[O:22][N:21]=3)=[CH:15][CH:14]=2)=[CH:7]1. The yield is 0.240. The reactants are O1CCCC1.[S:6]1[CH:10]=[CH:9][C:8]([CH2:11][O:12][C:13]2[CH:18]=[CH:17][C:16]([CH2:19][C:20](Cl)=[N:21][OH:22])=[CH:15][CH:14]=2)=[CH:7]1.[C:24]([C:26]1[C:27]([NH2:32])=[N:28][CH:29]=[CH:30][CH:31]=1)#[CH:25].C(N(CC)CC)C. (3) The reactants are [F:1][C:2]1[CH:3]=[C:4]2[C:8](=[CH:9][CH:10]=1)[NH:7][CH:6]=[C:5]2[CH2:11][C:12]#[N:13].[CH3:14][C:15]1[CH:20]=[C:19]([CH3:21])[CH:18]=[C:17]([N+:22]([O-:24])=[O:23])[C:16]=1[S:25]([N@:28]1[CH2:30][CH:29]1[CH3:31])(=[O:27])=[O:26].[H-].[Na+]. The catalyst is CN(C=O)C.[Cl-].[NH4+]. The product is [C:12]([CH2:11][C:5]1[C:4]2[C:8](=[CH:9][CH:10]=[C:2]([F:1])[CH:3]=2)[N:7]([CH2:31][C@@H:29]([NH:28][S:25]([C:16]2[C:17]([N+:22]([O-:24])=[O:23])=[CH:18][C:19]([CH3:21])=[CH:20][C:15]=2[CH3:14])(=[O:27])=[O:26])[CH3:30])[CH:6]=1)#[N:13]. The yield is 0.898. (4) The reactants are [CH3:1][O:2][C:3](=[O:32])[C:4]1[CH:9]=[CH:8][CH:7]=[C:6]([N:10]2[CH:14]=[C:13]([C:15]3[CH:20]=[CH:19][C:18]([Cl:21])=[CH:17][C:16]=3[Cl:22])[N:12]=[C:11]2/[CH:23]=[CH:24]/[C:25]2[CH:30]=[CH:29][C:28](Br)=[CH:27][CH:26]=2)[CH:5]=1.[CH3:33][S:34]([C:37]1[CH:38]=[C:39](B(O)O)[CH:40]=[CH:41][CH:42]=1)(=[O:36])=[O:35]. No catalyst specified. The product is [CH3:1][O:2][C:3](=[O:32])[C:4]1[CH:9]=[CH:8][CH:7]=[C:6]([N:10]2[CH:14]=[C:13]([C:15]3[CH:20]=[CH:19][C:18]([Cl:21])=[CH:17][C:16]=3[Cl:22])[N:12]=[C:11]2/[CH:23]=[CH:24]/[C:25]2[CH:30]=[CH:29][C:28]([C:41]3[CH:40]=[CH:39][CH:38]=[C:37]([S:34]([CH3:33])(=[O:36])=[O:35])[CH:42]=3)=[CH:27][CH:26]=2)[CH:5]=1. The yield is 0.700. (5) The reactants are [CH3:1][O:2][C:3]1[N:8]=[CH:7][C:6]([CH2:9][C:10]2[C:11](=[O:20])[N:12]=[C:13]([NH:16][N+]([O-])=O)[NH:14][CH:15]=2)=[CH:5][N:4]=1.[Cl:21][C:22]1[CH:27]=[CH:26][C:25]([O:28][C:29]2[CH:34]=[CH:33][C:32]([CH2:35][CH2:36]N)=[CH:31][CH:30]=2)=[CH:24][C:23]=1[C:38]([F:41])([F:40])[F:39]. The catalyst is C(O)C. The product is [Cl:21][C:22]1[CH:27]=[CH:26][C:25]([O:28][C:29]2[CH:30]=[CH:31][C:32]([CH2:35][CH2:36][NH:16][C:13]3[NH:14][CH:15]=[C:10]([CH2:9][C:6]4[CH:5]=[N:4][C:3]([O:2][CH3:1])=[N:8][CH:7]=4)[C:11](=[O:20])[N:12]=3)=[CH:33][CH:34]=2)=[CH:24][C:23]=1[C:38]([F:39])([F:40])[F:41]. The yield is 0.356. (6) The product is [F:1][C:2]1[CH:3]=[CH:4][C:5]([C:8]2[N:12]([CH3:13])[N:11]=[CH:10][C:9]=2/[CH:14]=[CH:15]\[C:16]([OH:18])=[O:17])=[CH:6][CH:7]=1. The yield is 0.780. The catalyst is CO. The reactants are [F:1][C:2]1[CH:7]=[CH:6][C:5]([C:8]2[N:12]([CH3:13])[N:11]=[CH:10][C:9]=2/[CH:14]=[CH:15]\[C:16]([O:18]C)=[O:17])=[CH:4][CH:3]=1.[OH-].[Na+].Cl. (7) The reactants are [Br:1][C:2]1[CH:3]=[CH:4][C:5](F)=[C:6]([CH:9]=1)[CH:7]=O.O.[NH2:12][NH2:13].O.C(OCC)(=O)C. The catalyst is C(O)CCC. The product is [Br:1][C:2]1[CH:9]=[C:6]2[C:5](=[CH:4][CH:3]=1)[NH:13][N:12]=[CH:7]2. The yield is 0.300. (8) The reactants are [Cl:1][C:2]1[CH:11]=[CH:10][C:9]2[C:4](=[C:5](Cl)[C:6]([S:12]([CH3:15])(=[O:14])=[O:13])=[CH:7][N:8]=2)[N:3]=1.Cl.Cl.[CH3:19][N:20]([CH3:28])[C@H:21]1[CH2:26][CH2:25][C@H:24]([NH2:27])[CH2:23][CH2:22]1. No catalyst specified. The product is [Cl:1][C:2]1[N:3]=[C:4]2[C:9](=[CH:10][CH:11]=1)[N:8]=[CH:7][C:6]([S:12]([CH3:15])(=[O:14])=[O:13])=[C:5]2[NH:27][C@H:24]1[CH2:25][CH2:26][C@H:21]([N:20]([CH3:28])[CH3:19])[CH2:22][CH2:23]1. The yield is 0.340. (9) The yield is 0.580. The reactants are [O:1]1[C:5]2([CH2:10][CH2:9][NH:8][CH2:7][CH2:6]2)[O:4][CH2:3][CH2:2]1.Br.Br[C:13]1[CH:18]=[CH:17][N:16]=[CH:15][CH:14]=1.CCN(C(C)C)C(C)C. The catalyst is C(O)CCC. The product is [N:16]1[CH:17]=[CH:18][C:13]([N:8]2[CH2:9][CH2:10][C:5]3([O:4][CH2:3][CH2:2][O:1]3)[CH2:6][CH2:7]2)=[CH:14][CH:15]=1.